This data is from Reaction yield outcomes from USPTO patents with 853,638 reactions. The task is: Predict the reaction yield, written as a fraction of the theoretical maximum amount of product (1.0 means a 100% yield; for example, 0.34 means a 34% yield). (1) The reactants are C1(C)C=CC(S(O[C@@H:11]([CH2:13]/[CH:14]=[CH:15]/[C:16]2[CH:17]=[N:18][CH:19]=[C:20]([O:22][CH:23]([CH3:25])[CH3:24])[CH:21]=2)[CH3:12])(=O)=O)=CC=1.[CH3:27][NH2:28]. The catalyst is C(O)C. The product is [CH3:27][NH:28][C@H:11]([CH2:13]/[CH:14]=[CH:15]/[C:16]1[CH:17]=[N:18][CH:19]=[C:20]([O:22][CH:23]([CH3:25])[CH3:24])[CH:21]=1)[CH3:12]. The yield is 0.310. (2) The reactants are [Cl:1][C:2]1[CH:7]=[CH:6][C:5](Br)=[CH:4][CH:3]=1.[Li]CCCC.[Cl:14][C:15]1[CH:26]=[CH:25][C:18]([C:19](N(OC)C)=[O:20])=[CH:17][N:16]=1. The catalyst is C1COCC1. The product is [Cl:1][C:2]1[CH:7]=[CH:6][C:5]([C:19]([C:18]2[CH:17]=[N:16][C:15]([Cl:14])=[CH:26][CH:25]=2)=[O:20])=[CH:4][CH:3]=1. The yield is 0.790. (3) The catalyst is O1CCCC1.CCO.CCO.CCO.CCO.[Ti]. The yield is 0.940. The product is [CH3:16][C:17]([S@:20]([NH:22][CH:11]([C:8]1[CH:9]=[N:10][C:5]([O:4][CH2:3][C:2]([F:15])([F:14])[F:1])=[CH:6][CH:7]=1)[CH3:12])=[O:21])([CH3:19])[CH3:18]. The reactants are [F:1][C:2]([F:15])([F:14])[CH2:3][O:4][C:5]1[N:10]=[CH:9][C:8]([C:11](=O)[CH3:12])=[CH:7][CH:6]=1.[CH3:16][C:17]([S@:20]([NH2:22])=[O:21])([CH3:19])[CH3:18].[BH4-].[Na+].C(=O)([O-])O.[Na+]. (4) The yield is 0.817. The reactants are [CH3:1][O:2][C:3](=[O:22])[CH:4]([N:6]1[CH2:11][CH2:10][N:9]([C:12]2[CH:17]=[CH:16][C:15]([C:18]([F:21])([F:20])[F:19])=[CH:14][N:13]=2)[CH2:8][CH2:7]1)[CH3:5].[CH:23](NC(C)C)(C)C.[Li].CI. The catalyst is C1COCC1. The product is [CH3:1][O:2][C:3](=[O:22])[C:4]([CH3:23])([N:6]1[CH2:7][CH2:8][N:9]([C:12]2[CH:17]=[CH:16][C:15]([C:18]([F:20])([F:21])[F:19])=[CH:14][N:13]=2)[CH2:10][CH2:11]1)[CH3:5].